From a dataset of Full USPTO retrosynthesis dataset with 1.9M reactions from patents (1976-2016). Predict the reactants needed to synthesize the given product. (1) Given the product [OH:9][CH2:8][C:7]1[C:2]([CH3:1])=[C:3]([O:11][CH2:14][C:15]2[CH:20]=[CH:19][C:18]([C:21]#[N:22])=[CH:17][CH:16]=2)[C:4]([CH3:10])=[N:5][CH:6]=1, predict the reactants needed to synthesize it. The reactants are: [CH3:1][C:2]1[C:7]([CH2:8][OH:9])=[CH:6][N:5]=[C:4]([CH3:10])[C:3]=1[OH:11].Cl.Br[CH2:14][C:15]1[CH:20]=[CH:19][C:18]([C:21]#[N:22])=[CH:17][CH:16]=1. (2) Given the product [C:1]1([C@:7]([CH3:12])([OH:11])[C:8]([OH:10])=[O:9])[CH:6]=[CH:5][CH:4]=[CH:3][CH:2]=1, predict the reactants needed to synthesize it. The reactants are: [C:1]1([C:7]([CH3:12])([OH:11])[C:8]([OH:10])=[O:9])[CH:6]=[CH:5][CH:4]=[CH:3][CH:2]=1.C1(NCC(O)=O)C=CC=CC=1.ClC1C=CC=CC=1C(O)C(O)=O. (3) Given the product [Cl:14][C:15]1[CH:16]=[C:17]([NH:18][C:4]([C:6]2[CH:11]=[C:10]([Cl:12])[CH:9]=[C:8]([CH3:13])[N:7]=2)=[O:5])[CH:19]=[CH:20][CH:21]=1, predict the reactants needed to synthesize it. The reactants are: C(O[C:4]([C:6]1[CH:11]=[C:10]([Cl:12])[CH:9]=[C:8]([CH3:13])[N:7]=1)=[O:5])C.[Cl:14][C:15]1[CH:16]=[C:17]([CH:19]=[CH:20][CH:21]=1)[NH2:18]. (4) Given the product [OH:24][C:25]([C:37]1[S:38][CH:39]=[CH:40][CH:41]=1)([C:42]1[S:43][CH:44]=[CH:45][CH:46]=1)[C:26]([O:28][C@H:29]1[CH2:30][CH2:31][C@H:32]([N:35]([CH2:21][CH2:20][C:19]([NH:18][C:13]2[CH:14]=[C:15]([O:16][CH3:17])[C:10]([CH2:9][O:8][Si:1]([C:4]([CH3:7])([CH3:6])[CH3:5])([CH3:3])[CH3:2])=[CH:11][C:12]=2[Cl:23])=[O:22])[CH3:36])[CH2:33][CH2:34]1)=[O:27], predict the reactants needed to synthesize it. The reactants are: [Si:1]([O:8][CH2:9][C:10]1[C:15]([O:16][CH3:17])=[CH:14][C:13]([NH:18][C:19](=[O:22])[CH:20]=[CH2:21])=[C:12]([Cl:23])[CH:11]=1)([C:4]([CH3:7])([CH3:6])[CH3:5])([CH3:3])[CH3:2].[OH:24][C:25]([C:42]1[S:43][CH:44]=[CH:45][CH:46]=1)([C:37]1[S:38][CH:39]=[CH:40][CH:41]=1)[C:26]([O:28][C@H:29]1[CH2:34][CH2:33][C@H:32]([NH:35][CH3:36])[CH2:31][CH2:30]1)=[O:27]. (5) Given the product [CH2:11]([C:18]1[C:23](=[O:24])[N:22]2[CH:25]=[CH:26][CH:27]=[CH:28][C:21]2=[N:20][C:19]=1[CH:29]=[O:30])[C:12]1[CH:17]=[CH:16][CH:15]=[CH:14][CH:13]=1, predict the reactants needed to synthesize it. The reactants are: C(Cl)(=O)C(Cl)=O.CS(C)=O.[CH2:11]([C:18]1[C:23](=[O:24])[N:22]2[CH:25]=[CH:26][CH:27]=[CH:28][C:21]2=[N:20][C:19]=1[CH2:29][OH:30])[C:12]1[CH:17]=[CH:16][CH:15]=[CH:14][CH:13]=1.C(N(CC)CC)C. (6) The reactants are: [Br:1][C:2]1[CH:3]=[C:4]([CH:6]=[CH:7][C:8]=1[CH3:9])[NH2:5].CO[CH:12]=[C:13]1[C:18](=[O:19])[O:17][C:16]([CH3:21])([CH3:20])[O:15][C:14]1=[O:22]. Given the product [Br:1][C:2]1[CH:3]=[C:4]([NH:5][CH:12]=[C:13]2[C:14](=[O:22])[O:15][C:16]([CH3:20])([CH3:21])[O:17][C:18]2=[O:19])[CH:6]=[CH:7][C:8]=1[CH3:9], predict the reactants needed to synthesize it. (7) The reactants are: C(OC([N:8]([C@H:10]1[CH2:14][CH2:13][N:12]([S:15]([C:18]2[C:19]3[C:20]([Br:29])=[CH:21][N:22]=[C:23]([Cl:28])[C:24]=3[CH:25]=[CH:26][CH:27]=2)(=[O:17])=[O:16])[CH2:11]1)[CH3:9])=O)(C)(C)C.C(OC([NH:37][C@H]1CCN(S(C2C3C(Cl)=CN=C(Cl)C=3C=CC=2)(=O)=O)C1)=O)(C)(C)C. Given the product [NH2:37][C:23]1[C:24]2[CH:25]=[CH:26][CH:27]=[C:18]([S:15]([N:12]3[CH2:13][CH2:14][C@H:10]([NH:8][CH3:9])[CH2:11]3)(=[O:17])=[O:16])[C:19]=2[C:20]([Br:29])=[CH:21][N:22]=1.[ClH:28], predict the reactants needed to synthesize it.